From a dataset of Catalyst prediction with 721,799 reactions and 888 catalyst types from USPTO. Predict which catalyst facilitates the given reaction. (1) Reactant: I[C:2]1[CH:3]=[CH:4][C:5]([O:10][CH:11]([CH3:13])[CH3:12])=[C:6]([CH:9]=1)[C:7]#[N:8].[B:14]1([B:14]2[O:18][C:17]([CH3:20])([CH3:19])[C:16]([CH3:22])([CH3:21])[O:15]2)[O:18][C:17]([CH3:20])([CH3:19])[C:16]([CH3:22])([CH3:21])[O:15]1.CC([O-])=O.[K+]. Product: [CH:11]([O:10][C:5]1[CH:4]=[CH:3][C:2]([B:14]2[O:18][C:17]([CH3:20])([CH3:19])[C:16]([CH3:22])([CH3:21])[O:15]2)=[CH:9][C:6]=1[C:7]#[N:8])([CH3:13])[CH3:12]. The catalyst class is: 294. (2) Reactant: C(Cl)(=O)C(Cl)=O.CS(C)=O.[Cl:11][C:12]1[CH:13]=[N:14][C:15]([CH:18]([OH:31])[CH:19]2[CH2:24][CH2:23][C@@H:22]([C:25]([O:27][CH2:28][CH3:29])=[O:26])[C@@H:21]([CH3:30])[CH2:20]2)=[N:16][CH:17]=1.C(N(CC)CC)C. Product: [Cl:11][C:12]1[CH:17]=[N:16][C:15]([C:18]([CH:19]2[CH2:24][CH2:23][C@@H:22]([C:25]([O:27][CH2:28][CH3:29])=[O:26])[C@@H:21]([CH3:30])[CH2:20]2)=[O:31])=[N:14][CH:13]=1. The catalyst class is: 4. (3) Reactant: [NH:1]([C:3]([O:5][C:6]([CH3:9])([CH3:8])[CH3:7])=[O:4])[NH2:2].[C:10](Cl)(=[O:15])[C:11]([CH3:14])([CH3:13])[CH3:12]. Product: [C:10]([NH:2][NH:1][C:3]([O:5][C:6]([CH3:9])([CH3:8])[CH3:7])=[O:4])(=[O:15])[C:11]([CH3:14])([CH3:13])[CH3:12]. The catalyst class is: 2. (4) Reactant: [O:1]1[C:3]2([CH2:12][CH2:11][C:6]3([O:10][CH2:9][CH2:8][O:7]3)[CH2:5][CH2:4]2)[CH2:2]1.[CH3:13][O-:14].[Na+]. The catalyst class is: 5. Product: [CH3:13][O:14][CH2:2][C:3]1([OH:1])[CH2:12][CH2:11][C:6]2([O:10][CH2:9][CH2:8][O:7]2)[CH2:5][CH2:4]1. (5) Reactant: N1CCCCC1.[CH3:7][O:8][C:9]1[CH:10]=[C:11]([CH:14]=[CH:15][C:16]=1[O:17][CH3:18])[CH:12]=O.C([CH2:22][C:23]([NH:25][C:26]1[CH:34]=[CH:33][C:29]([C:30]([OH:32])=[O:31])=[CH:28][CH:27]=1)=[O:24])(O)=O.Cl. Product: [CH3:7][O:8][C:9]1[CH:10]=[C:11](/[CH:12]=[CH:22]/[C:23]([NH:25][C:26]2[CH:34]=[CH:33][C:29]([C:30]([OH:32])=[O:31])=[CH:28][CH:27]=2)=[O:24])[CH:14]=[CH:15][C:16]=1[O:17][CH3:18]. The catalyst class is: 11. (6) Reactant: C([O:3][C:4]([C:6]1[C:7]2[S:15][CH:14]=[C:13]([CH2:16][O:17][C:18]3[CH:23]=[CH:22][CH:21]=[C:20]([NH:24][C:25](=[O:41])[C:26]4[CH:31]=[CH:30][CH:29]=[C:28]([O:32][CH2:33][CH2:34][N:35]5[CH2:40][CH2:39][O:38][CH2:37][CH2:36]5)[CH:27]=4)[CH:19]=3)[C:8]=2[C:9]([NH2:12])=[N:10][CH:11]=1)=O)C.[CH2:42]([CH2:44][NH2:45])[OH:43]. Product: [OH:43][CH2:42][CH2:44][NH:45][C:4]([C:6]1[C:7]2[S:15][CH:14]=[C:13]([CH2:16][O:17][C:18]3[CH:23]=[CH:22][CH:21]=[C:20]([NH:24][C:25](=[O:41])[C:26]4[CH:31]=[CH:30][CH:29]=[C:28]([O:32][CH2:33][CH2:34][N:35]5[CH2:40][CH2:39][O:38][CH2:37][CH2:36]5)[CH:27]=4)[CH:19]=3)[C:8]=2[C:9]([NH2:12])=[N:10][CH:11]=1)=[O:3]. The catalyst class is: 16.